From a dataset of Forward reaction prediction with 1.9M reactions from USPTO patents (1976-2016). Predict the product of the given reaction. (1) Given the reactants Cl[C:2]1[CH:11]=[CH:10][C:5]([C:6]([NH:8][CH3:9])=[O:7])=[CH:4][N:3]=1.[C:12]1([CH3:20])[CH:17]=[CH:16][CH:15]=[CH:14][C:13]=1[Mg]Cl.[NH4+:21].[Cl-].[CH2:23]1[CH2:27]OCC1, predict the reaction product. The product is: [CH3:9][NH:8][C:6]([C:5]1[CH:10]([C:13]2[CH:14]=[CH:15][CH:16]=[CH:17][C:12]=2[CH3:20])[CH2:11][C:2]([N:21]2[CH2:23][CH2:27][N:3]([CH3:4])[CH2:2][CH2:11]2)=[N:3][CH:4]=1)=[O:7]. (2) Given the reactants [CH3:1][C:2]1[CH:10]=[CH:9][C:5]([C:6]([OH:8])=[O:7])=[CH:4][C:3]=1[N+:11]([O-:13])=[O:12].[CH3:14][CH2:15]O, predict the reaction product. The product is: [CH2:14]([O:7][C:6](=[O:8])[C:5]1[CH:9]=[CH:10][C:2]([CH3:1])=[C:3]([N+:11]([O-:13])=[O:12])[CH:4]=1)[CH3:15]. (3) Given the reactants [O:1]1[C:5]([C:6]2[CH:11]=[CH:10][C:9]([C:12](=[O:14])[CH3:13])=[CH:8][CH:7]=2)=[CH:4][N:3]=[CH:2]1.C(N(CC)CC)C.[Br:22][Si](C)(C)C, predict the reaction product. The product is: [Br:22][CH2:13][C:12]([C:9]1[CH:8]=[CH:7][C:6]([C:5]2[O:1][CH:2]=[N:3][CH:4]=2)=[CH:11][CH:10]=1)=[O:14]. (4) Given the reactants [NH2:1][C:2]1[C:10]2[C:9]([C:11]3[O:12][C:13]([CH3:16])=[CH:14][CH:15]=3)=[N:8][C:7](S(C)=O)=[N:6][C:5]=2[S:4][C:3]=1[C:20]([NH2:22])=[O:21].C(=O)([O-])[O-].[K+].[K+].[CH2:29]([OH:32])[CH2:30][OH:31], predict the reaction product. The product is: [NH2:1][C:2]1[C:10]2[C:9]([C:11]3[O:12][C:13]([CH3:16])=[CH:14][CH:15]=3)=[N:8][C:7]([O:31][CH2:30][CH2:29][OH:32])=[N:6][C:5]=2[S:4][C:3]=1[C:20]([NH2:22])=[O:21]. (5) Given the reactants [CH3:1][O:2][C:3](=[O:18])[C:4]1[CH:9]=[C:8]([N:10]2[C:14](=[S:15])[NH:13][N:12]=[CH:11]2)[CH:7]=[CH:6][C:5]=1[O:16][CH3:17].[C:19](=O)([O-])[O-].[K+].[K+].CI, predict the reaction product. The product is: [CH3:1][O:2][C:3](=[O:18])[C:4]1[CH:9]=[C:8]([N:10]2[CH:11]=[N:12][N:13]=[C:14]2[S:15][CH3:19])[CH:7]=[CH:6][C:5]=1[O:16][CH3:17]. (6) The product is: [CH:1]([C@@H:4]1[CH2:8][O:7][C:6](=[O:9])[N:5]1[C:10]1[CH:11]=[CH:12][C:13]([C:14]([N:29]2[CH2:30][CH2:31][CH:26]([O:25][C:22]3[CH:23]=[CH:24][C:19]([CH3:32])=[CH:20][CH:21]=3)[CH2:27][CH2:28]2)=[O:16])=[CH:17][CH:18]=1)([CH3:2])[CH3:3]. Given the reactants [CH:1]([C@@H:4]1[CH2:8][O:7][C:6](=[O:9])[N:5]1[C:10]1[CH:18]=[CH:17][C:13]([C:14]([OH:16])=O)=[CH:12][CH:11]=1)([CH3:3])[CH3:2].[C:19]1([CH3:32])[CH:24]=[CH:23][C:22]([O:25][CH:26]2[CH2:31][CH2:30][NH:29][CH2:28][CH2:27]2)=[CH:21][CH:20]=1.O.[Cl-].COC1N=C(OC)N=C([N+]2(C)CCOCC2)N=1.C(Cl)(Cl)Cl, predict the reaction product. (7) Given the reactants [CH3:1][C:2]1[N:11]([C:12]2[CH:17]=[CH:16][CH:15]=[CH:14][CH:13]=2)[C:10](=[O:18])[C:9]2[C:4](=[CH:5][CH:6]=[CH:7][CH:8]=2)[N:3]=1.[OH:19][C:20]1[C:21]([O:28][CH3:29])=[C:22]([CH:25]=[CH:26][CH:27]=1)[CH:23]=O.CC([O-])=O.[Na+], predict the reaction product. The product is: [OH:19][C:20]1[C:21]([O:28][CH3:29])=[C:22]([CH:23]=[CH:1][C:2]2[N:11]([C:12]3[CH:17]=[CH:16][CH:15]=[CH:14][CH:13]=3)[C:10](=[O:18])[C:9]3[C:4](=[CH:5][CH:6]=[CH:7][CH:8]=3)[N:3]=2)[CH:25]=[CH:26][CH:27]=1. (8) Given the reactants Cl[C:2]1[CH:7]=[CH:6][N:5]=[C:4]2[NH:8][CH:9]=[CH:10][C:3]=12.[F:11][C:12]1[CH:13]=[C:14]([CH:16]=[CH:17][C:18]=1[OH:19])[NH2:15].[OH-].[K+], predict the reaction product. The product is: [F:11][C:12]1[CH:13]=[C:14]([CH:16]=[CH:17][C:18]=1[O:19][C:2]1[CH:7]=[CH:6][N:5]=[C:4]2[NH:8][CH:9]=[CH:10][C:3]=12)[NH2:15]. (9) The product is: [ClH:36].[CH2:1]([O:8][C:9]1[CH:14]=[CH:13][C:12]([C:15]2[N:16]([CH:27]3[CH2:32][CH2:31][CH2:30][CH:29]=[CH:28]3)[C:17]3[CH:22]=[C:21]([C:23]([OH:25])=[O:24])[S:20][C:18]=3[N:19]=2)=[C:11]([F:33])[CH:10]=1)[C:2]1[CH:7]=[CH:6][CH:5]=[CH:4][CH:3]=1. Given the reactants [CH2:1]([O:8][C:9]1[CH:14]=[CH:13][C:12]([C:15]2[N:16]([CH:27]3[CH2:32][CH2:31][CH2:30][CH:29]=[CH:28]3)[C:17]3[CH:22]=[C:21]([C:23]([O:25]C)=[O:24])[S:20][C:18]=3[N:19]=2)=[C:11]([F:33])[CH:10]=1)[C:2]1[CH:7]=[CH:6][CH:5]=[CH:4][CH:3]=1.[OH-].[Na+].[ClH:36], predict the reaction product. (10) Given the reactants [Cl:1][C:2]1[CH:10]=[CH:9][C:8]2[NH:7][C:6]3[CH2:11][CH2:12][N:13]([CH3:16])[CH2:14][CH2:15][C:5]=3[C:4]=2[CH:3]=1.Br[CH:18]=[C:19]([C:21]1[CH:26]=[CH:25][CH:24]=[CH:23][C:22]=1[Cl:27])[CH3:20].N1CCC[C@H]1C(O)=O.[O-]P([O-])([O-])=O.[K+].[K+].[K+], predict the reaction product. The product is: [Cl:1][C:2]1[CH:10]=[CH:9][C:8]2[N:7](/[CH:18]=[C:19](\[C:21]3[CH:26]=[CH:25][CH:24]=[CH:23][C:22]=3[Cl:27])/[CH3:20])[C:6]3[CH2:11][CH2:12][N:13]([CH3:16])[CH2:14][CH2:15][C:5]=3[C:4]=2[CH:3]=1.